This data is from Catalyst prediction with 721,799 reactions and 888 catalyst types from USPTO. The task is: Predict which catalyst facilitates the given reaction. (1) Reactant: [OH:1][C:2]1[CH:3]=[C:4]([CH:8]([CH3:14])[C:9]([O:11][CH2:12][CH3:13])=[O:10])[CH:5]=[CH:6][CH:7]=1.[N+:15]([O-])([OH:17])=[O:16]. Product: [OH:1][C:2]1[CH:3]=[C:4]([CH:8]([CH3:14])[C:9]([O:11][CH2:12][CH3:13])=[O:10])[CH:5]=[CH:6][C:7]=1[N+:15]([O-:17])=[O:16]. The catalyst class is: 15. (2) Reactant: [H-].[Al+3].[Li+].[H-].[H-].[H-].C(=O)=O.C(#N)C.CON(C)[C:16]([CH:18]1[CH2:20][CH:19]1[C:21]1[CH:29]=[C:28]2[C:24]([CH:25]=[CH:26][NH:27]2)=[CH:23][CH:22]=1)=[O:17]. Product: [NH:27]1[C:28]2[C:24](=[CH:23][CH:22]=[C:21]([CH:19]3[CH2:20][CH:18]3[CH:16]=[O:17])[CH:29]=2)[CH:25]=[CH:26]1. The catalyst class is: 116. (3) Reactant: [CH3:1][O:2][C:3]([CH:5]=P(C1C=CC=CC=1)(C1C=CC=CC=1)C1C=CC=CC=1)=[O:4].[Br:25][C:26]1[CH:33]=[CH:32][C:29]([CH:30]=O)=[C:28]([C:34]([F:37])([F:36])[F:35])[CH:27]=1.CCOCC. Product: [CH3:1][O:2][C:3](=[O:4])[CH:5]=[CH:30][C:29]1[CH:32]=[CH:33][C:26]([Br:25])=[CH:27][C:28]=1[C:34]([F:37])([F:36])[F:35]. The catalyst class is: 1. (4) Reactant: C(Cl)(=O)C(Cl)=O.CS(C)=O.[C:11]([O:15][C:16](=[O:22])[NH:17][CH2:18][CH2:19][CH2:20][OH:21])([CH3:14])([CH3:13])[CH3:12].C(N(CC)CC)C. Product: [C:11]([O:15][C:16](=[O:22])[NH:17][CH2:18][CH2:19][CH:20]=[O:21])([CH3:14])([CH3:12])[CH3:13]. The catalyst class is: 4. (5) Reactant: [CH3:1][S:2]([NH:5][C:6]1[CH:21]=[CH:20][C:9]2[NH:10][C:11]([CH2:16][C:17](O)=[O:18])=[N:12][S:13](=[O:15])(=[O:14])[C:8]=2[CH:7]=1)(=[O:4])=[O:3].[F:22][C:23]1[CH:28]=[CH:27][C:26]([CH2:29][NH:30][C@H:31]2[CH:39]3[CH:34]4[CH2:35][CH:36]5[CH:38]3[CH:37]5[CH:33]4[C@H:32]2[C:40](OC)=[O:41])=[CH:25][CH:24]=1.Cl.CN(C)CCCN=C=NCC.Cl.[O-]CC.[Na+]. Product: [F:22][C:23]1[CH:28]=[CH:27][C:26]([CH2:29][N:30]2[C:17](=[O:18])[C:16]([C:11]3[NH:10][C:9]4[CH:20]=[CH:21][C:6]([NH:5][S:2]([CH3:1])(=[O:4])=[O:3])=[CH:7][C:8]=4[S:13](=[O:14])(=[O:15])[N:12]=3)=[C:40]([OH:41])[C@H:32]3[C@@H:31]2[CH:39]2[CH:38]4[CH:37]5[CH:33]3[CH:34]2[CH2:35][CH:36]45)=[CH:25][CH:24]=1. The catalyst class is: 546. (6) The catalyst class is: 150. Product: [NH2:1][C:4]1[CH:5]=[C:6]2[C:12]([CH2:13][OH:14])=[N:11][NH:10][C:7]2=[N:8][CH:9]=1. Reactant: [N+:1]([C:4]1[CH:5]=[C:6]2[C:12]([CH2:13][OH:14])=[N:11][NH:10][C:7]2=[N:8][CH:9]=1)([O-])=O.[Cl-].[NH4+].C(O)C. (7) Reactant: [I:1][C:2]1[CH:3]=[C:4]2[C:9](=[CH:10][CH:11]=1)[C:8](=[O:12])[NH:7][C:6](=[O:13])[C:5]2=[CH:14]OC.[NH2:17][C:18]1[CH:23]=[CH:22][C:21]([N:24]2[CH2:29][CH2:28][N:27]([C:30]([O:32][C:33]([CH3:36])([CH3:35])[CH3:34])=[O:31])[CH2:26][CH2:25]2)=[CH:20][CH:19]=1. Product: [I:1][C:2]1[CH:3]=[C:4]2[C:9](=[CH:10][CH:11]=1)[C:8](=[O:12])[NH:7][C:6](=[O:13])/[C:5]/2=[CH:14]\[NH:17][C:18]1[CH:23]=[CH:22][C:21]([N:24]2[CH2:29][CH2:28][N:27]([C:30]([O:32][C:33]([CH3:36])([CH3:35])[CH3:34])=[O:31])[CH2:26][CH2:25]2)=[CH:20][CH:19]=1. The catalyst class is: 9.